From a dataset of B-cell epitopes from IEDB database with 3,159 antigens for binding position prediction. Token-level Classification. Given an antigen amino acid sequence, predict which amino acid positions are active epitope sites capable of antibody binding. Output is a list of indices for active positions. (1) Given the antigen sequence: MKIIFFLCSFLFFIINTQCVTHESYQELVKKLEALEDAVLTGYSLFQKEKMVLNEGTSGTAVTTSTPGSSGSVTSGGSVASVASVASGGSGGSVASGGSGNSRRTNPSDNSSDSNTKTYADLKHRVQNYLFTIKELKYPELFDLTNHMLTLSKNVDGFKYLIDGYEEINELLYKLNFYYDLLRAKLNDACANSYCQIPFNLKIRANELDVLKKIVFGYRKPLDNIKDNVGKMEDYIKKNKTTIANINELIEGSKKTIDQNKNADNEEGKKKLYQAQYNLFIYNKQLQEAHNLISVLEKRIDTLKKNENIKKLLEDIDKIKTDAENPTTGSKPNPLPENKKKEVEGHEEKIKEIAKTIKFNIDSLFTDPLELEYYLREKNKKVDVTPKSQDPTKSVQIPKVPYPNGIVYPLPLTDIHNSLAADNDKNSYGDLMNPDTKEKINEKIITDNKERKIFINNIKKQIDLEEKNINHTKEQNKKLLEDYEKSKKDYEELLEKFYEM..., which amino acid positions are active epitope sites? The epitope positions are: [42, 43, 44, 45, 46, 47, 48, 49, 50, 51, 52]. The amino acids at these positions are: YSLFQKEKMVL. (2) Given the antigen sequence: MAHGGIHLRQKRNFCPLTVSTVAVVFVVFMGVLVNSLGGVAVAADSDGVKQTPSETGSSGGQQEAVGTTEDYVNSSAMGGGQGDSLAEDDTTSDAAEGDVDPFPVLANEGKSEARGPSLEERIEEQGTRRRYSSVQEPQAKVPSKRTQKRHRLIGAVVLAVSVAMLTAFFLRRTGRRSPPEPSGDGGGNDAGNNAGNRGNEGRGYGGRGEGGGEDDRRALHPERVNVFDY, which amino acid positions are active epitope sites? The epitope positions are: [219, 220, 221, 222, 223, 224, 225, 226, 227, 228, 229]. The amino acids at these positions are: LHPERVNVFDY. (3) Given the antigen sequence: MITHGCYTRTRHKHKLKKTLIMLSAGLGLFFYVNQNSFANGENYFKLGSDSKLLTHDSYQNRLFYTLKTGETVADLSKSQDINLSTIWSLNKHLYSSESEMMKAAPGQQIILPLKKLPFEYSALPLLGSAPLVAAGGVAGHTNKLTKMSPDVTKSNMTDDKALNYAAQQAASLGSQLQSRSLNGDYAKDTALGIAGNQASSQLQAWLQHYGTAEVNLQSGDNFDGSSLDFLLPFYDSEKMLAFGQVGARYIDSRFTANLGAGQRFFLPANMLGYNVFIDQDFSGDNTRLGIGGEYWRDYFKSSVNGYFRMRRWHESYHKKDYDERPANGFDIRFNGYLPSYPALGAKLIYEQYYGDNVALFNSDKLQSNPGAATVGVNYTPIPLVTMGIDYRHGTGNENDLLYSMQFRYQFDKSWSQQIEPQYVNELRTLSGSRYDLVQRNNNIILEYKKQDILSLNIPHDINGTEHSTQKIQLIVKSKYGLDRIVWDDSALRSQGGQIQ..., which amino acid positions are active epitope sites? The epitope positions are: [656, 657, 658, 659, 660, 661, 662, 663, 664, 665, 666, 667]. The amino acids at these positions are: KASITEIKADKT. (4) Given the antigen sequence: MGGDALRVPFLDFATATPKRHQTVVPGVGTLHDCCEHSPLFSAVARRLLFNSLVPAQLKGRDFGGDHTAKLEFLAPELVRAVARLRFKECAPADVVPQRNAYYSVLNTFQALHRSEAFRQLVHFVRDFAQLLKPPIPGGPPLQP, which amino acid positions are active epitope sites? The epitope positions are: [117, 118, 119, 120, 121, 122, 123, 124, 125, 126, 127, 128, 129, 130, 131]. The amino acids at these positions are: FRQLVHFVRDFAQLL. (5) The epitope positions are: [374, 375, 376, 377, 378, 379, 380, 381]. The amino acids at these positions are: TKTDVALA. Given the antigen sequence: MDADKIVFKVNNQVVSLKPEIIVDQYEYKYPAIKDLKKPCITLGKAPDLNKAYKSVLSGMNAAKLDPDDVCSYLAAAMQFFEGTCPEDWTSYGILIARKGDKITPDSLVEIKRTDVEGNWALTGGMELTRDPTVSEHASLVGLLLSLYRLSKISGQNTGNYKTNIADRIEQIFETAPFVKIVEHHTLMTTHKMCANWSTIPNFRFLAGTYDMFFSRIEHLYSAIRVGTVVTAYEDCSGLVSFTGFIKQINLTAREAILYFFHKNFEEEIRRMFEPGQETAVPHSYFIYFRSLGLSGKSPYSSNAVGHVFNLIHFVGCYMGQVRSLNATVIAACAPHEMSVLGGYLGEEFFGKGTFERRFFRDEKELQEYEAAELTKTDVALADDGTVNSDDEDYFSGETRSPEAVYTRIMMNGGRLKRSHIRRYVSVSSNHQARPNSFAEFLNKTYSSDS, which amino acid positions are active epitope sites?